From a dataset of Full USPTO retrosynthesis dataset with 1.9M reactions from patents (1976-2016). Predict the reactants needed to synthesize the given product. (1) Given the product [F:7][C:8]([F:17])=[C:9]([C:11]1[CH:12]=[CH:13][CH:14]=[CH:15][CH:16]=1)[O:10][Si:3]([CH3:6])([CH3:5])[CH3:4], predict the reactants needed to synthesize it. The reactants are: [Mg].Cl[Si:3]([CH3:6])([CH3:5])[CH3:4].[F:7][C:8](F)([F:17])[C:9]([C:11]1[CH:16]=[CH:15][CH:14]=[CH:13][CH:12]=1)=[O:10]. (2) Given the product [Br:1][C:2]1[CH:3]=[C:4]2[C:9](=[CH:10][CH:11]=1)[CH:8]=[C:7]([C:12]([OH:14])([CH3:13])[C:16]([F:18])([F:17])[F:15])[CH:6]=[CH:5]2, predict the reactants needed to synthesize it. The reactants are: [Br:1][C:2]1[CH:3]=[C:4]2[C:9](=[CH:10][CH:11]=1)[CH:8]=[C:7]([C:12](=[O:14])[CH3:13])[CH:6]=[CH:5]2.[F:15][C:16]([Si](C)(C)C)([F:18])[F:17].C([O-])(=O)C.[Li+].Cl. (3) Given the product [CH3:36][O:37][C:38]1[CH:39]=[C:40]2[C:41](=[CH:42][CH:43]=1)[NH:44][C:22]([C:23]1[CH:28]=[CH:27][C:26]([C:29]([F:31])([F:32])[F:30])=[CH:25][CH:24]=1)=[C:21]2[CH2:20][CH2:19][CH2:18][N:15]1[CH2:14][CH2:13][CH:12]([C:8]2[CH:7]=[C:6]([NH:5][C:3](=[O:4])[CH:2]([CH3:34])[CH3:1])[CH:11]=[CH:10][CH:9]=2)[CH2:17][CH2:16]1, predict the reactants needed to synthesize it. The reactants are: [CH3:1][CH:2]([CH3:34])[C:3]([NH:5][C:6]1[CH:11]=[CH:10][CH:9]=[C:8]([CH:12]2[CH2:17][CH2:16][N:15]([CH2:18][CH2:19][CH2:20][CH2:21][C:22](=O)[C:23]3[CH:28]=[CH:27][C:26]([C:29]([F:32])([F:31])[F:30])=[CH:25][CH:24]=3)[CH2:14][CH2:13]2)[CH:7]=1)=[O:4].Cl.[CH3:36][O:37][C:38]1[CH:43]=[CH:42][C:41]([NH:44]N)=[CH:40][CH:39]=1. (4) Given the product [S:31](=[O:33])(=[O:32])([OH:35])[O-:34].[CH:1]1([CH2:4][O:5][C:6]2[CH:7]=[C:8]([C:16]3[N:21]4[N:22]=[C:23]([C:25]5[CH:26]=[NH+:27][CH:28]=[CH:29][CH:30]=5)[N:24]=[C:20]4[N:19]=[CH:18][CH:17]=3)[CH:9]=[CH:10][C:11]=2[O:12][CH:13]([F:15])[F:14])[CH2:3][CH2:2]1, predict the reactants needed to synthesize it. The reactants are: [CH:1]1([CH2:4][O:5][C:6]2[CH:7]=[C:8]([C:16]3[N:21]4[N:22]=[C:23]([C:25]5[CH:26]=[N:27][CH:28]=[CH:29][CH:30]=5)[N:24]=[C:20]4[N:19]=[CH:18][CH:17]=3)[CH:9]=[CH:10][C:11]=2[O:12][CH:13]([F:15])[F:14])[CH2:3][CH2:2]1.[S:31](=[O:35])(=[O:34])([OH:33])[OH:32].